Dataset: Full USPTO retrosynthesis dataset with 1.9M reactions from patents (1976-2016). Task: Predict the reactants needed to synthesize the given product. (1) The reactants are: [NH2:1][C:2]1[C:17]([OH:18])=[CH:16][CH:15]=[CH:14][C:3]=1[C:4]([NH:6][C:7]1[CH:12]=[CH:11][C:10]([Cl:13])=[CH:9][N:8]=1)=[O:5].[Cl:19]N1C(=O)CCC1=O. Given the product [NH2:1][C:2]1[C:17]([OH:18])=[CH:16][C:15]([Cl:19])=[CH:14][C:3]=1[C:4]([NH:6][C:7]1[CH:12]=[CH:11][C:10]([Cl:13])=[CH:9][N:8]=1)=[O:5], predict the reactants needed to synthesize it. (2) Given the product [O:18]([C:25]1[N:26]=[CH:27][C:28]([CH2:29][NH:9][C:10]2[N:14]=[CH:13][NH:12][C:11]=2[C:15]([NH2:17])=[O:16])=[CH:31][CH:32]=1)[C:19]1[CH:20]=[CH:21][CH:22]=[CH:23][CH:24]=1, predict the reactants needed to synthesize it. The reactants are: C(N(CC)CC)C.Cl.[NH2:9][C:10]1[NH:14][CH:13]=[N:12][C:11]=1[C:15]([NH2:17])=[O:16].[O:18]([C:25]1[CH:32]=[CH:31][C:28]([CH:29]=O)=[CH:27][N:26]=1)[C:19]1[CH:24]=[CH:23][CH:22]=[CH:21][CH:20]=1.C(O)(=O)C.C([BH3-])#N.[Na+].[BH4-].[Na+].C([O-])(O)=O.[Na+].